From a dataset of NCI-60 drug combinations with 297,098 pairs across 59 cell lines. Regression. Given two drug SMILES strings and cell line genomic features, predict the synergy score measuring deviation from expected non-interaction effect. (1) Drug 1: C1=NC2=C(N=C(N=C2N1C3C(C(C(O3)CO)O)F)Cl)N. Drug 2: C(CC(=O)O)C(=O)CN.Cl. Cell line: OVCAR-8. Synergy scores: CSS=4.63, Synergy_ZIP=-3.75, Synergy_Bliss=0.659, Synergy_Loewe=-24.3, Synergy_HSA=-1.19. (2) Drug 1: C1=C(C(=O)NC(=O)N1)N(CCCl)CCCl. Drug 2: C1CN1P(=S)(N2CC2)N3CC3. Cell line: RXF 393. Synergy scores: CSS=3.96, Synergy_ZIP=-7.66, Synergy_Bliss=-9.61, Synergy_Loewe=-11.3, Synergy_HSA=-9.37. (3) Drug 1: C1C(C(OC1N2C=NC3=C(N=C(N=C32)Cl)N)CO)O. Drug 2: CCCCCOC(=O)NC1=NC(=O)N(C=C1F)C2C(C(C(O2)C)O)O. Cell line: RXF 393. Synergy scores: CSS=1.28, Synergy_ZIP=-0.0956, Synergy_Bliss=1.73, Synergy_Loewe=-0.771, Synergy_HSA=-0.752. (4) Drug 1: CC1=C(C=C(C=C1)NC(=O)C2=CC=C(C=C2)CN3CCN(CC3)C)NC4=NC=CC(=N4)C5=CN=CC=C5. Drug 2: CC(C)(C#N)C1=CC(=CC(=C1)CN2C=NC=N2)C(C)(C)C#N. Cell line: SF-268. Synergy scores: CSS=0.815, Synergy_ZIP=1.41, Synergy_Bliss=-0.271, Synergy_Loewe=-1.14, Synergy_HSA=-2.47. (5) Drug 1: CC(CN1CC(=O)NC(=O)C1)N2CC(=O)NC(=O)C2. Drug 2: C1=CC=C(C(=C1)C(C2=CC=C(C=C2)Cl)C(Cl)Cl)Cl. Cell line: PC-3. Synergy scores: CSS=21.5, Synergy_ZIP=-4.83, Synergy_Bliss=0.810, Synergy_Loewe=-0.441, Synergy_HSA=1.66. (6) Drug 1: C1CCC(C(C1)N)N.C(=O)(C(=O)[O-])[O-].[Pt+4]. Drug 2: CC1C(C(CC(O1)OC2CC(CC3=C2C(=C4C(=C3O)C(=O)C5=CC=CC=C5C4=O)O)(C(=O)C)O)N)O. Cell line: SF-295. Synergy scores: CSS=31.8, Synergy_ZIP=-7.73, Synergy_Bliss=-12.6, Synergy_Loewe=-11.2, Synergy_HSA=-9.53. (7) Drug 1: CC12CCC(CC1=CCC3C2CCC4(C3CC=C4C5=CN=CC=C5)C)O. Drug 2: CC1=C(C(=O)C2=C(C1=O)N3CC4C(C3(C2COC(=O)N)OC)N4)N. Cell line: SNB-75. Synergy scores: CSS=47.0, Synergy_ZIP=3.58, Synergy_Bliss=6.48, Synergy_Loewe=-30.7, Synergy_HSA=6.31.